Dataset: Forward reaction prediction with 1.9M reactions from USPTO patents (1976-2016). Task: Predict the product of the given reaction. (1) Given the reactants [S:1]1[C:5]2[CH:6]=[CH:7][CH:8]=[CH:9][C:4]=2[NH:3][CH2:2]1.NC1C=CC=CC=1S.C=O.[Cl:20][C:21]1[CH:22]=[C:23]([CH:27]=[C:28]([C:32]#[N:33])[C:29]=1[O:30][CH3:31])[C:24](Cl)=[O:25], predict the reaction product. The product is: [Cl:20][C:21]1[CH:22]=[C:23]([CH:27]=[C:28]([C:32]#[N:33])[C:29]=1[O:30][CH3:31])[C:24]([N:3]1[C:4]2[CH:9]=[CH:8][CH:7]=[CH:6][C:5]=2[S:1][CH2:2]1)=[O:25]. (2) Given the reactants [Si]([O:8][C:9]1[CH:14]=[CH:13][C:12]2[O:15][C:16](=O)[C:17]3[C:26]([C:11]=2[C:10]=1[O:31][CH3:32])=[CH:25][CH:24]=[C:23]1[C:18]=3[C:19]([CH3:29])=[CH:20][C:21]([CH3:28])([CH3:27])[NH:22]1)(C(C)(C)C)(C)C.N1([C:38]([C:40]2[CH:45]=[CH:44][C:43]([CH3:46])=[CH:42][CH:41]=2)=[O:39])CCCC1, predict the reaction product. The product is: [OH:39][CH2:38][C:40]1[CH:45]=[CH:44][C:43](/[CH:46]=[C:16]2\[O:15][C:12]3[CH:13]=[CH:14][C:9]([OH:8])=[C:10]([O:31][CH3:32])[C:11]=3[C:26]3[C:17]\2=[C:18]2[C:23](=[CH:24][CH:25]=3)[NH:22][C:21]([CH3:27])([CH3:28])[CH:20]=[C:19]2[CH3:29])=[CH:42][CH:41]=1. (3) Given the reactants [CH3:1][O:2][C:3]1[CH:16]=[CH:15][C:6]([CH2:7][O:8][C:9](=N)[C:10](Cl)(Cl)Cl)=[CH:5][CH:4]=1.[CH3:17][O:18][C:19]([C@H:21]1[CH2:25][C@@H](O)C[N:22]1[C:27]([O:29][C:30]([CH3:33])([CH3:32])[CH3:31])=[O:28])=[O:20].CO, predict the reaction product. The product is: [CH3:17][O:18][C:19]([C@H:21]1[CH2:25][C@@H:9]([O:8][CH2:7][C:6]2[CH:15]=[CH:16][C:3]([O:2][CH3:1])=[CH:4][CH:5]=2)[CH2:10][N:22]1[C:27]([O:29][C:30]([CH3:31])([CH3:33])[CH3:32])=[O:28])=[O:20].